This data is from Reaction yield outcomes from USPTO patents with 853,638 reactions. The task is: Predict the reaction yield, written as a fraction of the theoretical maximum amount of product (1.0 means a 100% yield; for example, 0.34 means a 34% yield). (1) The reactants are [C:1]([Cl:6])(=O)[C:2](Cl)=[O:3].[C:7]([N:11]1C(=O)C(O)=[C:13]([C:18]2[CH:23]=[CH:22][CH:21]=[CH:20][CH:19]=2)[S:12]1(=[O:25])=[O:24])([CH3:10])([CH3:9])[CH3:8].CN(C=O)C. The catalyst is C(Cl)Cl. The product is [C:7]([N:11]1[C:2](=[O:3])[C:1]([Cl:6])=[C:13]([C:18]2[CH:23]=[CH:22][CH:21]=[CH:20][CH:19]=2)[S:12]1(=[O:25])=[O:24])([CH3:10])([CH3:8])[CH3:9]. The yield is 0.740. (2) The reactants are C[O:2][C:3]([C:5]1([CH3:11])[CH2:10][CH2:9][O:8][CH2:7][CH2:6]1)=[O:4].[OH-].[Li+]. The catalyst is O1CCCC1.O. The product is [CH3:11][C:5]1([C:3]([OH:4])=[O:2])[CH2:10][CH2:9][O:8][CH2:7][CH2:6]1. The yield is 0.900. (3) The reactants are [NH2:1][C@H:2]1[CH2:7][CH2:6][N:5]([C:8]([O:10][C:11]([CH3:14])([CH3:13])[CH3:12])=[O:9])[CH2:4][C@H:3]1[O:15][CH3:16].C(=O)([O-])[O-].[Na+].[Na+].Cl[C:24]([O:26][CH2:27][C:28]1[CH:33]=[CH:32][CH:31]=[CH:30][CH:29]=1)=[O:25].C(OCC)(=O)C. The catalyst is C1COCC1. The product is [CH2:27]([O:26][C:24]([NH:1][C@H:2]1[CH2:7][CH2:6][N:5]([C:8]([O:10][C:11]([CH3:12])([CH3:13])[CH3:14])=[O:9])[CH2:4][C@H:3]1[O:15][CH3:16])=[O:25])[C:28]1[CH:33]=[CH:32][CH:31]=[CH:30][CH:29]=1. The yield is 0.900. (4) The reactants are [S:1]1[C:5]2=[CH:6][N:7]=[N:8][CH:9]=[C:4]2[CH:3]=[CH:2]1.C([O-])(=O)C.[Na+].[Br:15]Br. The catalyst is C(O)(=O)C. The product is [Br:15][C:3]1[C:4]2[C:5](=[CH:6][N:7]=[N:8][CH:9]=2)[S:1][CH:2]=1. The yield is 0.270. (5) The reactants are [C:1]([C:4]1[CH:5]=[CH:6][C:7]([OH:27])=[C:8]([CH:26]=1)[C:9]([NH:11][C:12]1[CH:17]=[C:16]([C:18]([F:21])([F:20])[F:19])[CH:15]=[C:14]([C:22]([F:25])([F:24])[F:23])[CH:13]=1)=[O:10])(=[O:3])[CH3:2].[BH4-].[Na+].Cl. The catalyst is C(O)C. The product is [F:19][C:18]([F:20])([F:21])[C:16]1[CH:17]=[C:12]([NH:11][C:9](=[O:10])[C:8]2[CH:26]=[C:4]([CH:1]([OH:3])[CH3:2])[CH:5]=[CH:6][C:7]=2[OH:27])[CH:13]=[C:14]([C:22]([F:24])([F:25])[F:23])[CH:15]=1. The yield is 0.783. (6) The reactants are [CH3:1][S:2]([O:5][C:6]1[C:14]([O:15][CH3:16])=[CH:13][C:12](I)=[C:11]2[C:7]=1[CH2:8][NH:9][C:10]2=[O:18])(=[O:4])=[O:3].[C:19]([O:23][C:24]([N:26]1[C:34]2[C:29](=[CH:30][CH:31]=[CH:32][CH:33]=2)[CH:28]=[C:27]1B(O)O)=[O:25])([CH3:22])([CH3:21])[CH3:20].C1(C)C=CC=CC=1P(C1C=CC=CC=1C)C1C=CC=CC=1C.C(N(CC)CC)C. The catalyst is C(#N)C.C([O-])(=O)C.[Pd+2].C([O-])(=O)C. The product is [CH3:1][S:2]([O:5][C:6]1[C:14]([O:15][CH3:16])=[CH:13][C:12]([C:27]2[N:26]([C:24]([O:23][C:19]([CH3:22])([CH3:21])[CH3:20])=[O:25])[C:34]3[C:29]([CH:28]=2)=[CH:30][CH:31]=[CH:32][CH:33]=3)=[C:11]2[C:7]=1[CH2:8][NH:9][C:10]2=[O:18])(=[O:4])=[O:3]. The yield is 0.930. (7) The reactants are C(OC([C:6]1[C:7]([N:15]2[CH2:20][CH2:19][C:18]([NH2:29])([CH2:21][C:22]3[CH:27]=[CH:26][C:25]([Cl:28])=[CH:24][CH:23]=3)[CH2:17][CH2:16]2)=[C:8]2[CH:14]=[N:13][NH:12][C:9]2=[N:10][CH:11]=1)=O)C.O. The catalyst is [OH-].[K+]. The product is [Cl:28][C:25]1[CH:26]=[CH:27][C:22]([CH2:21][C:18]2([NH2:29])[CH2:19][CH2:20][N:15]([C:7]3[CH:6]=[CH:11][N:10]=[C:9]4[NH:12][N:13]=[CH:14][C:8]=34)[CH2:16][CH2:17]2)=[CH:23][CH:24]=1. The yield is 0.570. (8) The reactants are I[C:2]1[CH:7]=[CH:6][C:5]([C:8]([N:10]2[CH2:14][CH2:13][CH2:12][CH2:11]2)=[O:9])=[CH:4][CH:3]=1.[F:15][C:16]([F:27])([F:26])[C:17]1[C:18]2[CH2:25][O:24][CH2:23][CH2:22][C:19]=2[NH:20][N:21]=1.CN(C)CC(O)=O.C(=O)([O-])[O-].[Cs+].[Cs+]. The catalyst is CS(C)=O.[Cu-]=O. The product is [N:10]1([C:8]([C:5]2[CH:6]=[CH:7][C:2]([N:20]3[C:19]4[CH2:22][CH2:23][O:24][CH2:25][C:18]=4[C:17]([C:16]([F:15])([F:27])[F:26])=[N:21]3)=[CH:3][CH:4]=2)=[O:9])[CH2:14][CH2:13][CH2:12][CH2:11]1. The yield is 0.600.